This data is from Reaction yield outcomes from USPTO patents with 853,638 reactions. The task is: Predict the reaction yield, written as a fraction of the theoretical maximum amount of product (1.0 means a 100% yield; for example, 0.34 means a 34% yield). (1) The reactants are Br.[CH2:2]([C:4]1[N:5]=[C:6]([C@@H:9]([NH2:20])[CH2:10][C:11]2[CH:16]=[CH:15][C:14]([N+:17]([O-:19])=[O:18])=[CH:13][CH:12]=2)[S:7][CH:8]=1)[CH3:3].[C:21]1([CH2:27][C:28](O)=[O:29])[CH:26]=[CH:25][CH:24]=[CH:23][CH:22]=1.ON1C2C=CC=CC=2N=N1.CN(C)CCCN=C=NCC.C(N(CC)CC)C. The catalyst is CN(C=O)C.O. The product is [CH2:2]([C:4]1[N:5]=[C:6]([CH:9]([NH:20][C:28](=[O:29])[CH2:27][C:21]2[CH:26]=[CH:25][CH:24]=[CH:23][CH:22]=2)[CH2:10][C:11]2[CH:16]=[CH:15][C:14]([N+:17]([O-:19])=[O:18])=[CH:13][CH:12]=2)[S:7][CH:8]=1)[CH3:3]. The yield is 0.600. (2) The reactants are CC1C=CC(S(O[CH2:12][C@H:13]2[CH:22]=[CH:21][C:20]3[C:15](=[C:16]([C:24]4[C:29]([Cl:30])=[CH:28][CH:27]=[CH:26][C:25]=4[Cl:31])[CH:17]=[C:18]([F:23])[CH:19]=3)[O:14]2)(=O)=O)=CC=1.[N-:32]=[N+:33]=[N-:34].[Na+]. The catalyst is CN(C=O)C. The product is [N:32]([CH2:12][C@H:13]1[CH:22]=[CH:21][C:20]2[C:15](=[C:16]([C:24]3[C:29]([Cl:30])=[CH:28][CH:27]=[CH:26][C:25]=3[Cl:31])[CH:17]=[C:18]([F:23])[CH:19]=2)[O:14]1)=[N+:33]=[N-:34]. The yield is 0.850.